Dataset: Forward reaction prediction with 1.9M reactions from USPTO patents (1976-2016). Task: Predict the product of the given reaction. (1) Given the reactants [Cl:1][C:2]1[C:3]([C:8]2[CH:9]=[C:10]3[C:14](=[CH:15][CH:16]=2)[N:13]([C:17]([O:19][C:20]([CH3:23])([CH3:22])[CH3:21])=[O:18])[N:12]=[C:11]3[NH:24][C:25]2[S:26][C:27]([CH2:30]O)=[CH:28][N:29]=2)=[N:4][CH:5]=[CH:6][CH:7]=1.CC(C)(O)[C:34]#[N:35].N(C(N1CCCCC1)=O)=NC(N1CCCCC1)=O.C(P(CCCC)CCCC)CCC, predict the reaction product. The product is: [Cl:1][C:2]1[C:3]([C:8]2[CH:9]=[C:10]3[C:14](=[CH:15][CH:16]=2)[N:13]([C:17]([O:19][C:20]([CH3:23])([CH3:21])[CH3:22])=[O:18])[N:12]=[C:11]3[NH:24][C:25]2[S:26][C:27]([CH2:30][C:34]#[N:35])=[CH:28][N:29]=2)=[N:4][CH:5]=[CH:6][CH:7]=1. (2) Given the reactants Br[C:2]1[CH:7]=[CH:6][C:5]([S:8]([NH:11][CH2:12][CH:13]([CH3:15])[CH3:14])(=[O:10])=[O:9])=[CH:4][CH:3]=1.[C:16]([C:18]1[N:22]([CH3:23])[C:21](B(O)O)=[CH:20][CH:19]=1)#[N:17].[F-].[K+].C(P(C(C)(C)C)C(C)(C)C)(C)(C)C, predict the reaction product. The product is: [C:16]([C:18]1[N:22]([CH3:23])[C:21]([C:2]2[CH:7]=[CH:6][C:5]([S:8]([NH:11][CH2:12][CH:13]([CH3:15])[CH3:14])(=[O:10])=[O:9])=[CH:4][CH:3]=2)=[CH:20][CH:19]=1)#[N:17]. (3) Given the reactants [F:1][C:2]([F:28])([F:27])[C:3]1[CH:4]=[CH:5][C:6]([O:9][C:10]2[CH:15]=[CH:14][C:13]([O:16][C:17]([N:19]3[CH2:24][CH2:23][CH:22]([CH2:25]O)[CH2:21][CH2:20]3)=[O:18])=[CH:12][CH:11]=2)=[N:7][CH:8]=1.[NH:29]1[CH:33]=[CH:32][N:31]=[C:30]1[SH:34], predict the reaction product. The product is: [F:28][C:2]([F:1])([F:27])[C:3]1[CH:4]=[CH:5][C:6]([O:9][C:10]2[CH:11]=[CH:12][C:13]([O:16][C:17]([N:19]3[CH2:20][CH2:21][CH:22]([CH2:25][S:34][C:30]4[NH:29][CH:33]=[CH:32][N:31]=4)[CH2:23][CH2:24]3)=[O:18])=[CH:14][CH:15]=2)=[N:7][CH:8]=1. (4) Given the reactants [Cl:1][C:2]1[CH:3]=[CH:4][C:5]2[N:11]3[C:12]([CH:15]([CH3:17])[CH3:16])=[N:13][N:14]=[C:10]3[CH:9]([CH2:18][C:19]([N:21]3[CH2:25][CH2:24][CH:23]([C:26]([O:28]C(C)(C)C)=[O:27])[CH2:22]3)=[O:20])[O:8][CH:7]([C:33]3[CH:38]=[CH:37][CH:36]=[C:35]([O:39][CH3:40])[C:34]=3[O:41][CH3:42])[C:6]=2[CH:43]=1.FC(F)(F)C(O)=O, predict the reaction product. The product is: [Cl:1][C:2]1[CH:3]=[CH:4][C:5]2[N:11]3[C:12]([CH:15]([CH3:16])[CH3:17])=[N:13][N:14]=[C:10]3[CH:9]([CH2:18][C:19]([N:21]3[CH2:25][CH2:24][CH:23]([C:26]([OH:28])=[O:27])[CH2:22]3)=[O:20])[O:8][CH:7]([C:33]3[CH:38]=[CH:37][CH:36]=[C:35]([O:39][CH3:40])[C:34]=3[O:41][CH3:42])[C:6]=2[CH:43]=1. (5) Given the reactants [OH:1][C:2]1[C:3](=[O:10])[CH:4]=[C:5]([CH3:9])[N:6]([CH3:8])[CH:7]=1.C[O:12][CH:13](O)[C:14]([F:17])([F:16])[F:15].C([O-])([O-])=O.[K+].[K+], predict the reaction product. The product is: [OH:1][C:2]1[C:3](=[O:10])[CH:4]=[C:5]([CH3:9])[N:6]([CH3:8])[C:7]=1[CH:13]([OH:12])[C:14]([F:17])([F:16])[F:15]. (6) The product is: [Si:55]([O:39][C:37]1([CH2:36][O:35][C@H:32]2[CH2:31][CH2:30][C@H:29]([N:3]3[C:2](=[O:1])[C:7]([CH2:8][C:9]4[CH:10]=[CH:11][C:12]([C:15]5[C:16]([C:21]#[N:22])=[CH:17][CH:18]=[CH:19][CH:20]=5)=[CH:13][CH:14]=4)=[C:6]([CH2:23][CH2:24][CH3:25])[N:5]4[N:26]=[CH:27][CH:28]=[C:4]34)[CH2:34][CH2:33]2)[CH2:40][CH2:38]1)([C:58]([CH3:61])([CH3:60])[CH3:59])([CH3:57])[CH3:56]. Given the reactants [O:1]=[C:2]1[C:7]([CH2:8][C:9]2[CH:14]=[CH:13][C:12]([C:15]3[C:16]([C:21]#[N:22])=[CH:17][CH:18]=[CH:19][CH:20]=3)=[CH:11][CH:10]=2)=[C:6]([CH2:23][CH2:24][CH3:25])[N:5]2[N:26]=[CH:27][CH:28]=[C:4]2[N:3]1[C@H:29]1[CH2:34][CH2:33][C@H:32]([O:35][CH2:36][C:37](=[O:39])[CH3:38])[CH2:31][CH2:30]1.[CH:40](N(C(C)C)CC)(C)C.FC(F)(F)S(O[Si:55]([C:58]([CH3:61])([CH3:60])[CH3:59])([CH3:57])[CH3:56])(=O)=O.C(=O)([O-])O.[Na+], predict the reaction product.